This data is from Plasma protein binding rate (PPBR) regression data from AstraZeneca. The task is: Regression/Classification. Given a drug SMILES string, predict its absorption, distribution, metabolism, or excretion properties. Task type varies by dataset: regression for continuous measurements (e.g., permeability, clearance, half-life) or binary classification for categorical outcomes (e.g., BBB penetration, CYP inhibition). For this dataset (ppbr_az), we predict Y. (1) The compound is O=c1cc(N2CCOCC2)nc(NCc2cccc3ccccc23)[nH]1. The Y is 96.8 %. (2) The compound is COCC#Cc1cccc(C2(c3ccc(OC(F)F)cc3)N=C(N)N3CC(F)(F)CN=C32)c1. The Y is 98.9 %. (3) The drug is CC(C)N(CCCNC(=O)Nc1ccc(C(C)(C)C)cc1)C[C@H]1O[C@@H](n2ccc3c(N)ncnc32)[C@H](O)[C@@H]1O. The Y is 79.9 %. (4) The Y is 99.5 %. The drug is COc1ncc(-c2cccc(F)c2CCNC(=O)c2ccc(OCCC(F)(F)F)nc2)cn1. (5) The Y is 99.2 %. The drug is CC(C)(C)c1ccc(C(O)CCCN2CCC(C(O)(c3ccccc3)c3ccccc3)CC2)cc1.